From a dataset of Forward reaction prediction with 1.9M reactions from USPTO patents (1976-2016). Predict the product of the given reaction. (1) Given the reactants N[C@H:2]([CH2:6][CH2:7][C:8]([F:11])([F:10])[F:9])[C:3]([OH:5])=[O:4].[OH:12]S(O)(=O)=O.N([O-])=O.[Na+], predict the reaction product. The product is: [F:9][C:8]([F:11])([F:10])[CH2:7][CH2:6][C@@H:2]([OH:12])[C:3]([OH:5])=[O:4]. (2) Given the reactants CCOCC.[Br:6][C:7]1[CH:12]=[CH:11][C:10]([CH2:13][C:14]([N:16]([CH3:18])[CH3:17])=O)=[CH:9][CH:8]=1.CCOCC.C1COCC1.[OH-].[Na+], predict the reaction product. The product is: [Br:6][C:7]1[CH:8]=[CH:9][C:10]([CH2:13][CH2:14][N:16]([CH3:17])[CH3:18])=[CH:11][CH:12]=1.